Dataset: Full USPTO retrosynthesis dataset with 1.9M reactions from patents (1976-2016). Task: Predict the reactants needed to synthesize the given product. (1) Given the product [Cl:1][C:2]1[N:3]=[C:4]([N:9]2[CH2:14][CH2:13][O:28][CH2:11][CH2:10]2)[CH:5]=[C:6]([Cl:8])[N:7]=1, predict the reactants needed to synthesize it. The reactants are: [Cl:1][C:2]1[N:7]=[C:6]([Cl:8])[CH:5]=[C:4]([N:9]2[CH2:14][CH2:13]N(C)[CH2:11][CH2:10]2)[N:3]=1.ClC1N=C(Cl)C=C(Cl)N=1.N1CC[O:28]CC1. (2) Given the product [OH:28][CH:29]1[CH2:30][CH2:31][N:32]([C:35]2[CH:43]=[CH:42][C:38]([C:39]([NH:1][C:2]3[CH:3]=[C:4]4[C:8](=[CH:9][CH:10]=3)[N:7]([C:11]3[CH:16]=[CH:15][C:14]([NH:17][C:18]([C:21]5[CH:26]=[CH:25][N+:24]([O-:27])=[CH:23][CH:22]=5)=[O:20])=[CH:13][CH:12]=3)[N:6]=[CH:5]4)=[O:40])=[CH:37][CH:36]=2)[CH2:33][CH2:34]1, predict the reactants needed to synthesize it. The reactants are: [NH2:1][C:2]1[CH:3]=[C:4]2[C:8](=[CH:9][CH:10]=1)[N:7]([C:11]1[CH:16]=[CH:15][C:14]([NH2:17])=[CH:13][CH:12]=1)[N:6]=[CH:5]2.[C:18]([C:21]1[CH:26]=[CH:25][N+:24]([O-:27])=[CH:23][CH:22]=1)([OH:20])=O.[OH:28][CH:29]1[CH2:34][CH2:33][N:32]([C:35]2[CH:43]=[CH:42][C:38]([C:39](O)=[O:40])=[CH:37][CH:36]=2)[CH2:31][CH2:30]1.